This data is from Full USPTO retrosynthesis dataset with 1.9M reactions from patents (1976-2016). The task is: Predict the reactants needed to synthesize the given product. Given the product [CH2:45]([O:44][C:42]([C:37]1([NH:36][C:35]([CH:9]2[CH2:10][CH:11]([O:13][C:14]3[C:23]4[C:18](=[C:19]([Cl:26])[C:20]([O:24][CH3:25])=[CH:21][CH:22]=4)[N:17]=[C:16]([C:27]4[S:28][CH:29]=[C:30]([CH:32]([CH3:33])[CH3:34])[N:31]=4)[CH:15]=3)[CH2:12][NH:8]2)=[O:47])[CH2:39][CH:38]1[CH:40]=[CH2:41])=[O:43])[CH3:46], predict the reactants needed to synthesize it. The reactants are: C(OC([N:8]1[CH2:12][CH:11]([O:13][C:14]2[C:23]3[C:18](=[C:19]([Cl:26])[C:20]([O:24][CH3:25])=[CH:21][CH:22]=3)[N:17]=[C:16]([C:27]3[S:28][CH:29]=[C:30]([CH:32]([CH3:34])[CH3:33])[N:31]=3)[CH:15]=2)[CH2:10][CH:9]1[C:35](=[O:47])[NH:36][C:37]1([C:42]([O:44][CH2:45][CH3:46])=[O:43])[CH2:39][CH:38]1[CH:40]=[CH2:41])=O)(C)(C)C.FC(F)(F)C(O)=O.